Predict the reactants needed to synthesize the given product. From a dataset of Full USPTO retrosynthesis dataset with 1.9M reactions from patents (1976-2016). Given the product [C:15]([C:9]1[CH:10]=[C:11]([CH:13]=[CH:14][C:8]=1[F:7])[NH2:12])#[CH:16], predict the reactants needed to synthesize it. The reactants are: C(=O)([O-])[O-].[K+].[K+].[F:7][C:8]1[CH:14]=[CH:13][C:11]([NH2:12])=[CH:10][C:9]=1[C:15]#[C:16][Si](C)(C)C.